From a dataset of NCI-60 drug combinations with 297,098 pairs across 59 cell lines. Regression. Given two drug SMILES strings and cell line genomic features, predict the synergy score measuring deviation from expected non-interaction effect. (1) Drug 1: CNC(=O)C1=CC=CC=C1SC2=CC3=C(C=C2)C(=NN3)C=CC4=CC=CC=N4. Drug 2: CCC1(CC2CC(C3=C(CCN(C2)C1)C4=CC=CC=C4N3)(C5=C(C=C6C(=C5)C78CCN9C7C(C=CC9)(C(C(C8N6C=O)(C(=O)OC)O)OC(=O)C)CC)OC)C(=O)OC)O.OS(=O)(=O)O. Cell line: SK-MEL-2. Synergy scores: CSS=36.4, Synergy_ZIP=1.59, Synergy_Bliss=1.15, Synergy_Loewe=-33.0, Synergy_HSA=-0.246. (2) Drug 1: C(=O)(N)NO. Drug 2: COC1=C2C(=CC3=C1OC=C3)C=CC(=O)O2. Cell line: T-47D. Synergy scores: CSS=-3.95, Synergy_ZIP=-0.260, Synergy_Bliss=-6.49, Synergy_Loewe=-5.75, Synergy_HSA=-8.00. (3) Drug 1: C1CN1P(=S)(N2CC2)N3CC3. Drug 2: CC1CCC2CC(C(=CC=CC=CC(CC(C(=O)C(C(C(=CC(C(=O)CC(OC(=O)C3CCCCN3C(=O)C(=O)C1(O2)O)C(C)CC4CCC(C(C4)OC)OCCO)C)C)O)OC)C)C)C)OC. Cell line: PC-3. Synergy scores: CSS=10.2, Synergy_ZIP=-1.16, Synergy_Bliss=5.49, Synergy_Loewe=1.56, Synergy_HSA=3.31. (4) Cell line: COLO 205. Drug 1: CN(C)C1=NC(=NC(=N1)N(C)C)N(C)C. Drug 2: CN(CCCl)CCCl.Cl. Synergy scores: CSS=4.60, Synergy_ZIP=3.91, Synergy_Bliss=4.05, Synergy_Loewe=-34.9, Synergy_HSA=-1.54. (5) Drug 1: CC(C1=C(C=CC(=C1Cl)F)Cl)OC2=C(N=CC(=C2)C3=CN(N=C3)C4CCNCC4)N. Drug 2: COC1=C(C=C2C(=C1)N=CN=C2NC3=CC(=C(C=C3)F)Cl)OCCCN4CCOCC4. Cell line: MOLT-4. Synergy scores: CSS=28.7, Synergy_ZIP=-2.73, Synergy_Bliss=3.78, Synergy_Loewe=-4.67, Synergy_HSA=3.08. (6) Drug 1: CC1=CC2C(CCC3(C2CCC3(C(=O)C)OC(=O)C)C)C4(C1=CC(=O)CC4)C. Drug 2: COC1=NC(=NC2=C1N=CN2C3C(C(C(O3)CO)O)O)N. Cell line: NCI-H322M. Synergy scores: CSS=-2.83, Synergy_ZIP=0.840, Synergy_Bliss=-0.994, Synergy_Loewe=-2.21, Synergy_HSA=-2.82. (7) Drug 1: C1=CC(=C2C(=C1NCCNCCO)C(=O)C3=C(C=CC(=C3C2=O)O)O)NCCNCCO. Synergy scores: CSS=27.3, Synergy_ZIP=11.5, Synergy_Bliss=13.8, Synergy_Loewe=-5.78, Synergy_HSA=12.2. Cell line: MDA-MB-435. Drug 2: CC1=C(C=C(C=C1)NC(=O)C2=CC=C(C=C2)CN3CCN(CC3)C)NC4=NC=CC(=N4)C5=CN=CC=C5. (8) Drug 1: C1=NC2=C(N=C(N=C2N1C3C(C(C(O3)CO)O)F)Cl)N. Drug 2: CS(=O)(=O)OCCCCOS(=O)(=O)C. Cell line: SN12C. Synergy scores: CSS=4.01, Synergy_ZIP=-4.28, Synergy_Bliss=-3.69, Synergy_Loewe=-2.52, Synergy_HSA=-2.30. (9) Cell line: BT-549. Drug 1: CC1C(C(CC(O1)OC2CC(CC3=C2C(=C4C(=C3O)C(=O)C5=C(C4=O)C(=CC=C5)OC)O)(C(=O)CO)O)N)O.Cl. Synergy scores: CSS=0.954, Synergy_ZIP=-1.55, Synergy_Bliss=3.15, Synergy_Loewe=-1.73, Synergy_HSA=0.173. Drug 2: CS(=O)(=O)OCCCCOS(=O)(=O)C. (10) Drug 1: CC12CCC3C(C1CCC2=O)CC(=C)C4=CC(=O)C=CC34C. Drug 2: CN(C(=O)NC(C=O)C(C(C(CO)O)O)O)N=O. Cell line: IGROV1. Synergy scores: CSS=26.2, Synergy_ZIP=0.528, Synergy_Bliss=2.98, Synergy_Loewe=-20.9, Synergy_HSA=3.64.